Dataset: Catalyst prediction with 721,799 reactions and 888 catalyst types from USPTO. Task: Predict which catalyst facilitates the given reaction. Reactant: [C:1]1([OH:11])[C:10]2[C:5](=[CH:6][CH:7]=[CH:8][CH:9]=2)[CH:4]=[CH:3][CH:2]=1.[Br:12][C:13]1[CH:14]=[C:15]([CH:18]=[C:19]([O:23][CH3:24])[C:20]=1[O:21][CH3:22])[CH:16]=O.[C:25](#[N:29])[CH2:26][C:27]#[N:28].N1CCCCC1. Product: [NH2:29][C:25]1[O:11][C:1]2[C:2]([CH:16]([C:15]3[CH:18]=[C:19]([O:23][CH3:24])[C:20]([O:21][CH3:22])=[C:13]([Br:12])[CH:14]=3)[C:26]=1[C:27]#[N:28])=[CH:3][CH:4]=[C:5]1[CH:6]=[CH:7][CH:8]=[CH:9][C:10]=21. The catalyst class is: 40.